Dataset: Reaction yield outcomes from USPTO patents with 853,638 reactions. Task: Predict the reaction yield, written as a fraction of the theoretical maximum amount of product (1.0 means a 100% yield; for example, 0.34 means a 34% yield). (1) The reactants are [O:1]([C:8]1[N:13]=[CH:12][C:11]([CH2:14]O)=[CH:10][CH:9]=1)[C:2]1[CH:7]=[CH:6][CH:5]=[CH:4][CH:3]=1.S(Cl)([Cl:18])=O.C(=O)(O)[O-].[Na+]. The catalyst is ClCCl. The product is [Cl:18][CH2:14][C:11]1[CH:10]=[CH:9][C:8]([O:1][C:2]2[CH:7]=[CH:6][CH:5]=[CH:4][CH:3]=2)=[N:13][CH:12]=1. The yield is 0.898. (2) The reactants are [NH2:1][C@@H:2]([C@H:6]([OH:8])[CH3:7])[C:3]([OH:5])=[O:4].O=S(Cl)Cl.[CH3:13]CN(CC)CC. The catalyst is CO. The product is [NH2:1][C@@H:2]([C@H:6]([OH:8])[CH3:7])[C:3]([O:5][CH3:13])=[O:4]. The yield is 0.800. (3) The reactants are Cl[C:2]1[O:3][C:4]([C:7]2[N:12]=[C:11]([NH:13][C:14]3[CH:19]=[C:18]([CH3:20])[CH:17]=[CH:16][N:15]=3)[CH:10]=[CH:9][CH:8]=2)=[CH:5][N:6]=1.CC1C=CN=C(NC2C=CC=C(C3OC=NC=3)N=2)C=1.[Li+].C[Si]([N-][Si](C)(C)C)(C)C.[I:50]C(I)C. The catalyst is C1COCC1. The product is [I:50][C:2]1[O:3][C:4]([C:7]2[N:12]=[C:11]([NH:13][C:14]3[CH:19]=[C:18]([CH3:20])[CH:17]=[CH:16][N:15]=3)[CH:10]=[CH:9][CH:8]=2)=[CH:5][N:6]=1. The yield is 0.410. (4) The catalyst is [Pd].O. The yield is 0.977. The reactants are C([O:8][C:9]1[CH:14]=[C:13]([O:15]CC2C=CC=CC=2)[C:12]([CH:23]([CH3:25])[CH3:24])=[CH:11][C:10]=1[C:26]1[N:27]([C:32]2[CH:33]=[C:34]3[C:38](=[CH:39][CH:40]=2)[N:37]([CH3:41])[CH:36]=[CH:35]3)[C:28]([OH:31])=[N:29][N:30]=1)C1C=CC=CC=1.C([O-])=O.[NH4+].C(O)C. The product is [OH:31][C:28]1[N:27]([C:32]2[CH:33]=[C:34]3[C:38](=[CH:39][CH:40]=2)[N:37]([CH3:41])[CH:36]=[CH:35]3)[C:26]([C:10]2[CH:11]=[C:12]([CH:23]([CH3:24])[CH3:25])[C:13]([OH:15])=[CH:14][C:9]=2[OH:8])=[N:30][N:29]=1. (5) The reactants are [CH:1]([O:4][C:5]([N:7]1[CH2:12][CH2:11][CH:10]([O:13][C:14]2[C:19]([CH3:20])=[C:18](Cl)[N:17]=[CH:16][N:15]=2)[CH2:9][CH2:8]1)=[O:6])([CH3:3])[CH3:2].[F:22][C:23]1[CH:28]=[C:27]([F:29])[CH:26]=[CH:25][C:24]=1[OH:30].C(=O)([O-])[O-].[K+].[K+]. The catalyst is CN(C=O)C. The product is [CH:1]([O:4][C:5]([N:7]1[CH2:12][CH2:11][CH:10]([O:13][C:14]2[C:19]([CH3:20])=[C:18]([O:30][C:24]3[CH:25]=[CH:26][C:27]([F:29])=[CH:28][C:23]=3[F:22])[N:17]=[CH:16][N:15]=2)[CH2:9][CH2:8]1)=[O:6])([CH3:3])[CH3:2]. The yield is 0.690. (6) The reactants are [C:1]([NH:4][NH:5][C:6](=[O:29])[C:7]1[CH:12]=[C:11]([Cl:13])[C:10]([NH:14][C:15]2[N:20]=[C:19]([NH:21][CH3:22])[C:18]([C:23]([F:26])([F:25])[F:24])=[CH:17][N:16]=2)=[CH:9][C:8]=1[O:27][CH3:28])(=O)[CH3:2].COC(=NS([N+](CC)(CC)CC)(=O)=O)[O-]. The catalyst is C1COCC1. The product is [Cl:13][C:11]1[CH:12]=[C:7]([C:6]2[O:29][C:1]([CH3:2])=[N:4][N:5]=2)[C:8]([O:27][CH3:28])=[CH:9][C:10]=1[NH:14][C:15]1[N:20]=[C:19]([NH:21][CH3:22])[C:18]([C:23]([F:26])([F:25])[F:24])=[CH:17][N:16]=1. The yield is 0.430. (7) The reactants are [CH3:1][O:2][C:3]1[CH:4]=[C:5]2[C:10](=[CH:11][C:12]=1[O:13][CH3:14])[N:9]=[CH:8][CH:7]=[C:6]2[O:15][C:16]1[CH:22]=[CH:21][C:19]([NH2:20])=[C:18]([CH3:23])[C:17]=1[CH3:24].C1(C)C=CC=CC=1.C(N(CC)CC)C.ClC(Cl)(O[C:43](=[O:49])[O:44][C:45](Cl)(Cl)Cl)Cl.[CH3:51][O:52][C:53]1[CH:54]=[C:55]([CH:58]=[CH:59][C:60]=1[O:61][CH3:62])CO. The catalyst is C(Cl)Cl. The product is [CH3:1][O:2][C:3]1[CH:4]=[C:5]2[C:10](=[CH:11][C:12]=1[O:13][CH3:14])[N:9]=[CH:8][CH:7]=[C:6]2[O:15][C:16]1[CH:22]=[CH:21][C:19]([NH:20][C:43](=[O:49])[O:44][CH2:45][C:58]2[CH:55]=[CH:54][C:53]([O:52][CH3:51])=[C:60]([O:61][CH3:62])[CH:59]=2)=[C:18]([CH3:23])[C:17]=1[CH3:24]. The yield is 0.550.